The task is: Predict which catalyst facilitates the given reaction.. This data is from Catalyst prediction with 721,799 reactions and 888 catalyst types from USPTO. (1) Reactant: [CH2:1]([O:3][C:4]1[CH:9]=[CH:8][C:7]([N:10]2[CH2:15][CH2:14][CH:13]([C:16]3[CH:21]=[CH:20][C:19]([CH:22]([CH3:26])[C:23]([OH:25])=O)=[CH:18][CH:17]=3)[CH2:12][CH2:11]2)=[CH:6][CH:5]=1)[CH3:2].CN(C(O[N:42]1N=[N:42][C:37]2[CH:38]=[CH:39][CH:39]=[CH:38][C:37]1=2)=[N+](C)C)C.[B-](F)(F)(F)F.CCN(C(C)C)C(C)C.C1(N)CC1. Product: [CH:37]1([NH:42][C:23](=[O:25])[CH:22]([C:19]2[CH:18]=[CH:17][C:16]([CH:13]3[CH2:12][CH2:11][N:10]([C:7]4[CH:6]=[CH:5][C:4]([O:3][CH2:1][CH3:2])=[CH:9][CH:8]=4)[CH2:15][CH2:14]3)=[CH:21][CH:20]=2)[CH3:26])[CH2:39][CH2:38]1. The catalyst class is: 3. (2) Reactant: [Cl:1][C:2]1[C:10]2[N:9]=[C:8]3[N:11]([C:16]4[C:17]([CH3:24])=[CH:18][C:19](C#N)=[N:20][CH:21]=4)[CH2:12][CH2:13][CH2:14][CH2:15][N:7]3[C:6]=2[C:5]([CH:25]([CH2:28][CH3:29])[CH2:26][CH3:27])=[CH:4][CH:3]=1.C[Mg]Br.C([O:35][CH2:36][CH3:37])C.C(=O)([O-])O.[Na+]. Product: [Cl:1][C:2]1[C:10]2[N:9]=[C:8]3[N:11]([C:16]4[C:17]([CH3:24])=[CH:18][C:19]([C:36](=[O:35])[CH3:37])=[N:20][CH:21]=4)[CH2:12][CH2:13][CH2:14][CH2:15][N:7]3[C:6]=2[C:5]([CH:25]([CH2:28][CH3:29])[CH2:26][CH3:27])=[CH:4][CH:3]=1. The catalyst class is: 632. (3) Reactant: [CH:1]1([C:4]([CH2:6]Br)=O)[CH2:3][CH2:2]1.[NH2:8][C:9]1[CH:14]=[CH:13][CH:12]=[CH:11][C:10]=1[C:15](=[S:17])[NH2:16]. Product: [CH:1]1([C:4]2[N:16]=[C:15]([C:10]3[CH:11]=[CH:12][CH:13]=[CH:14][C:9]=3[NH2:8])[S:17][CH:6]=2)[CH2:3][CH2:2]1. The catalyst class is: 8. (4) Reactant: [Cl:1][C:2]1[CH:33]=[CH:32][C:5]([CH2:6][NH:7][C:8]([C:10]2[C:11](=[O:31])[C:12]3[CH:19]=[C:18]([C:20]#[C:21][CH2:22][CH:23]([OH:30])[C:24]4[CH:29]=[CH:28][CH:27]=[CH:26][CH:25]=4)[O:17][C:13]=3[N:14]([CH3:16])[CH:15]=2)=[O:9])=[CH:4][CH:3]=1. Product: [Cl:1][C:2]1[CH:3]=[CH:4][C:5]([CH2:6][NH:7][C:8]([C:10]2[C:11](=[O:31])[C:12]3[CH:19]=[C:18]([CH2:20][CH2:21][CH2:22][CH:23]([OH:30])[C:24]4[CH:25]=[CH:26][CH:27]=[CH:28][CH:29]=4)[O:17][C:13]=3[N:14]([CH3:16])[CH:15]=2)=[O:9])=[CH:32][CH:33]=1. The catalyst class is: 29. (5) Reactant: Cl[C:2]1[C:3]([NH:29][C:30]2[CH:34]=[C:33]([CH3:35])[NH:32][N:31]=2)=[N:4][C:5]([NH:8]C2C=C(C)C(C3CCN(C4CCSCC4)CC3)=CC=2C)=[N:6][CH:7]=1.C1C=C(Cl)C=C(C(OO)=O)C=1.C([O-])(O)=O.[Na+]. Product: [CH3:35][C:33]1[NH:32][N:31]=[C:30]([NH:29][C:3]2[CH:2]=[CH:7][N:6]=[C:5]([NH2:8])[N:4]=2)[CH:34]=1. The catalyst class is: 2. (6) Reactant: [NH:1]1[C:9]2[CH:8]=[CH:7][CH:6]=[C:5]([NH2:10])[C:4]=2[CH:3]=[N:2]1.I[C:12]1[CH:13]=[C:14]([CH:19]=[CH:20][CH:21]=1)[C:15]([O:17][CH3:18])=[O:16].CN[C@@H]1CCCC[C@H]1NC.C(=O)([O-])[O-].[K+].[K+]. Product: [NH2:10][C:5]1[CH:6]=[CH:7][CH:8]=[C:9]2[C:4]=1[CH:3]=[N:2][N:1]2[C:12]1[CH:13]=[C:14]([CH:19]=[CH:20][CH:21]=1)[C:15]([O:17][CH3:18])=[O:16]. The catalyst class is: 122. (7) Reactant: [Cl:1][C:2]1[CH:3]=[C:4]([C:9]2[CH2:14][NH:13][CH2:12][CH2:11][C:10]=2[C:15]([O:17][CH2:18][CH3:19])=[O:16])[CH:5]=[CH:6][C:7]=1[Cl:8].C(N(CC)CC)C.[CH2:27]([O:34][C:35](Cl)=[O:36])[C:28]1[CH:33]=[CH:32][CH:31]=[CH:30][CH:29]=1. Product: [Cl:1][C:2]1[CH:3]=[C:4]([C:9]2[CH2:14][N:13]([C:35]([O:34][CH2:27][C:28]3[CH:33]=[CH:32][CH:31]=[CH:30][CH:29]=3)=[O:36])[CH2:12][CH2:11][C:10]=2[C:15]([O:17][CH2:18][CH3:19])=[O:16])[CH:5]=[CH:6][C:7]=1[Cl:8]. The catalyst class is: 2.